This data is from Catalyst prediction with 721,799 reactions and 888 catalyst types from USPTO. The task is: Predict which catalyst facilitates the given reaction. (1) Reactant: C([O:3][C:4]([C:6]1[C:15](=[O:16])[C:14]2[C:9](=[CH:10][CH:11]=[C:12]([C:17](=[O:19])[CH3:18])[CH:13]=2)[N:8]([CH2:20][C:21]2[CH:26]=[CH:25][C:24]([F:27])=[CH:23][CH:22]=2)[CH:7]=1)=[O:5])C.[OH-].[Na+].O.Cl. Product: [F:27][C:24]1[CH:23]=[CH:22][C:21]([CH2:20][N:8]2[C:9]3[C:14](=[CH:13][C:12]([C:17](=[O:19])[CH3:18])=[CH:11][CH:10]=3)[C:15](=[O:16])[C:6]([C:4]([OH:5])=[O:3])=[CH:7]2)=[CH:26][CH:25]=1. The catalyst class is: 8. (2) Reactant: [O:1]([C:8]1[CH:32]=[CH:31][CH:30]=[CH:29][C:9]=1[CH2:10][N:11]1[CH2:28][CH2:27][C:14]2([CH2:19][CH2:18][N:17](C(OCCCC)=O)[CH2:16][CH2:15]2)[CH2:13][CH2:12]1)[C:2]1[CH:7]=[CH:6][CH:5]=[CH:4][CH:3]=1.[ClH:33]. Product: [ClH:33].[O:1]([C:8]1[CH:32]=[CH:31][CH:30]=[CH:29][C:9]=1[CH2:10][N:11]1[CH2:28][CH2:27][C:14]2([CH2:15][CH2:16][NH:17][CH2:18][CH2:19]2)[CH2:13][CH2:12]1)[C:2]1[CH:7]=[CH:6][CH:5]=[CH:4][CH:3]=1. The catalyst class is: 1. (3) Reactant: [O:1]1[CH2:6][CH2:5][CH2:4][CH2:3][CH:2]1[O:7][NH:8][C:9]([C:11]1[CH:12]=[C:13]2[C:18](=[CH:19][CH:20]=1)[CH2:17][NH:16][CH2:15][CH2:14]2)=[O:10].[CH:21]1([C:24](O)=[O:25])[CH2:23][CH2:22]1.C1C=CC2N(O)N=NC=2C=1.C(Cl)CCl. Product: [CH:21]1([C:24]([N:16]2[CH2:15][CH2:14][C:13]3[C:18](=[CH:19][CH:20]=[C:11]([C:9]([NH:8][O:7][CH:2]4[CH2:3][CH2:4][CH2:5][CH2:6][O:1]4)=[O:10])[CH:12]=3)[CH2:17]2)=[O:25])[CH2:23][CH2:22]1. The catalyst class is: 338. (4) Reactant: C1C(=O)N(OC(ON2C(=O)CCC2=O)=O)[C:3](=[O:4])C1.[CH2:19]([NH:22][C:23]1[CH:28]=[CH:27][N:26]=[C:25]([Cl:29])[C:24]=1[NH2:30])[CH:20]=[CH2:21]. Product: [CH2:19]([N:22]1[C:23]2[CH:28]=[CH:27][N:26]=[C:25]([Cl:29])[C:24]=2[NH:30][C:3]1=[O:4])[CH:20]=[CH2:21]. The catalyst class is: 10. (5) Reactant: C1(P(C2C=CC=CC=2)C2C=CC=CC=2)C=CC=CC=1.[N+:20]([C:23]1[CH:31]=[CH:30][CH:29]=[CH:28][C:24]=1[CH2:25][CH2:26]O)([O-:22])=[O:21].C(Br)(Br)(Br)[Br:33]. Product: [Br:33][CH2:26][CH2:25][C:24]1[CH:28]=[CH:29][CH:30]=[CH:31][C:23]=1[N+:20]([O-:22])=[O:21]. The catalyst class is: 4. (6) Reactant: [C:1]([O:5][C:6]([NH:8][CH2:9][CH2:10][N:11]([CH2:30][C:31]1[CH:36]=[CH:35][C:34]([Cl:37])=[CH:33][CH:32]=1)[C:12]([N:14]1[CH2:19][CH2:18][N:17](C(OCC2C=CC=CC=2)=O)[CH2:16][CH2:15]1)=[O:13])=[O:7])([CH3:4])([CH3:3])[CH3:2].[OH-].[K+].CO.O.[OH-].[K+].CO. Product: [Cl:37][C:34]1[CH:33]=[CH:32][C:31]([CH2:30][N:11]([CH2:10][CH2:9][NH:8][C:6](=[O:7])[O:5][C:1]([CH3:2])([CH3:3])[CH3:4])[C:12]([N:14]2[CH2:15][CH2:16][NH:17][CH2:18][CH2:19]2)=[O:13])=[CH:36][CH:35]=1. The catalyst class is: 6.